This data is from Forward reaction prediction with 1.9M reactions from USPTO patents (1976-2016). The task is: Predict the product of the given reaction. (1) Given the reactants C([SiH](CC)CC)C.[F:8][C:9]([F:36])([F:35])[C:10]1[CH:11]=[C:12]([CH:32]=[CH:33][CH:34]=1)[CH2:13][C:14]1[O:15][C:16]2[C:22]([C:23]3[CH:24]=[C:25]([CH:29]=[CH:30][CH:31]=3)[C:26]([OH:28])=[O:27])=[CH:21][CH:20]=[CH:19][C:17]=2[CH:18]=1, predict the reaction product. The product is: [F:35][C:9]([F:8])([F:36])[C:10]1[CH:11]=[C:12]([CH:32]=[CH:33][CH:34]=1)[CH2:13][CH:14]1[CH2:18][C:17]2[CH:19]=[CH:20][CH:21]=[C:22]([C:23]3[CH:24]=[C:25]([CH:29]=[CH:30][CH:31]=3)[C:26]([OH:28])=[O:27])[C:16]=2[O:15]1. (2) Given the reactants Br[CH:2]([C:4]1[C:13]([Cl:14])=[N:12][C:11]2[C:6](=[CH:7][CH:8]=[CH:9][C:10]=2[Cl:15])[N:5]=1)[CH3:3].[C:16]1(=[O:26])[NH:20][C:19](=[O:21])[C:18]2=[CH:22][CH:23]=[CH:24][CH:25]=[C:17]12.[K].O.CCOC(C)=O, predict the reaction product. The product is: [Cl:14][C:13]1[C:4]([CH:2]([N:20]2[C:16](=[O:26])[C:17]3[C:18](=[CH:22][CH:23]=[CH:24][CH:25]=3)[C:19]2=[O:21])[CH3:3])=[N:5][C:6]2[C:11]([N:12]=1)=[C:10]([Cl:15])[CH:9]=[CH:8][CH:7]=2. (3) Given the reactants Cl.[CH3:2][N:3]([CH3:12])[CH2:4][CH2:5][CH2:6][N:7]=[C:8]=[N:9][CH2:10]C.O[N:14]1[C:18]2[CH:19]=[CH:20][CH:21]=[CH:22][C:17]=2[N:16]=N1.C([N:26]([CH:29](C)C)CC)(C)C.[CH3:32][O:33][CH2:34][C:35]([OH:37])=O.[C:38](O)([C:40](F)(F)F)=O.C[N:46](C)C=O, predict the reaction product. The product is: [CH3:2][N:3]1[C:4]2=[C:38]3[CH:40]=[C:10]([C:18]4[N:14]=[C:22]([CH2:17][NH:16][C:35](=[O:37])[CH2:34][O:33][CH3:32])[CH:21]=[CH:20][CH:19]=4)[NH:9][C:8]3=[N:7][C:6]([NH:26][CH3:29])=[C:5]2[N:46]=[CH:12]1. (4) Given the reactants CCN=C=NCCCN(C)C.OC(C(F)(F)F)=O.[NH2:19][CH2:20][C:21]([NH:23][CH:24]1[CH2:27][N:26]([CH:28]2[CH2:33][CH2:32][CH:31]([C:34]3[CH:39]=[CH:38][CH:37]=[CH:36][CH:35]=3)[CH2:30][CH2:29]2)[CH2:25]1)=[O:22].[N+:40]([C:43]1[CH:44]=[C:45]([C:52]([F:55])([F:54])[F:53])[CH:46]=[C:47]([CH:51]=1)[C:48](O)=[O:49])([O-:42])=[O:41], predict the reaction product. The product is: [N+:40]([C:43]1[CH:51]=[C:47]([CH:46]=[C:45]([C:52]([F:53])([F:54])[F:55])[CH:44]=1)[C:48]([NH:19][CH2:20][C:21](=[O:22])[NH:23][CH:24]1[CH2:27][N:26]([CH:28]2[CH2:33][CH2:32][CH:31]([C:34]3[CH:39]=[CH:38][CH:37]=[CH:36][CH:35]=3)[CH2:30][CH2:29]2)[CH2:25]1)=[O:49])([O-:42])=[O:41]. (5) Given the reactants [H-].[Na+].[F:3][C:4]1[CH:9]=[CH:8][C:7]([CH2:10][C:11]([OH:13])=[O:12])=[C:6]([OH:14])[CH:5]=1.[CH3:15][S:16]([C:19]1[CH:24]=[CH:23][C:22](F)=[C:21]([Cl:26])[CH:20]=1)(=[O:18])=[O:17], predict the reaction product. The product is: [Cl:26][C:21]1[CH:20]=[C:19]([S:16]([CH3:15])(=[O:18])=[O:17])[CH:24]=[CH:23][C:22]=1[O:14][C:6]1[CH:5]=[C:4]([F:3])[CH:9]=[CH:8][C:7]=1[CH2:10][C:11]([OH:13])=[O:12]. (6) Given the reactants [CH2:1]([N:8]([CH2:17][C:18]1[CH:23]=[CH:22][CH:21]=[CH:20][CH:19]=1)[CH2:9][C@@H:10]([F:16])[C:11]([O:13]CC)=[O:12])[C:2]1[CH:7]=[CH:6][CH:5]=[CH:4][CH:3]=1.[Li+].[OH-], predict the reaction product. The product is: [CH2:17]([N:8]([CH2:1][C:2]1[CH:7]=[CH:6][CH:5]=[CH:4][CH:3]=1)[CH2:9][C@@H:10]([F:16])[C:11]([OH:13])=[O:12])[C:18]1[CH:19]=[CH:20][CH:21]=[CH:22][CH:23]=1. (7) Given the reactants Br.[NH2:2][C@H:3]1[CH2:8][CH2:7][CH2:6][CH2:5][C@H:4]1[C:9]([O:11]CC)=O.Cl[C:15]([O:17][CH2:18][C:19]1[CH:24]=[CH:23][CH:22]=[CH:21][CH:20]=1)=[O:16].[C:25](=O)([O-])[O-].[Na+].[Na+], predict the reaction product. The product is: [CH2:18]([O:17][C:15](=[O:16])[NH:2][CH:3]1[CH2:8][CH2:7][CH2:6][CH2:5][CH:4]1[C:9](=[O:11])[CH3:25])[C:19]1[CH:24]=[CH:23][CH:22]=[CH:21][CH:20]=1. (8) Given the reactants [Br:1][C:2]1[CH:3]=[C:4]([N:8]2[CH:12]=[CH:11][C:10](C(O)=O)=[N:9]2)[CH:5]=[CH:6][CH:7]=1.[C:16]([O-])(=O)C.[NH4+].C[N:22]([CH:24]=[O:25])C, predict the reaction product. The product is: [Br:1][C:2]1[CH:3]=[C:4]([N:8]2[C:12]([CH3:16])=[CH:11][C:10]([C:24]([NH2:22])=[O:25])=[N:9]2)[CH:5]=[CH:6][CH:7]=1. (9) Given the reactants [CH:1]1([C:4]2[CH:12]=[CH:11][C:7]([C:8](O)=[O:9])=[C:6]([CH3:13])[CH:5]=2)[CH2:3][CH2:2]1.P(Cl)(Cl)(Cl)(Cl)[Cl:15], predict the reaction product. The product is: [CH:1]1([C:4]2[CH:12]=[CH:11][C:7]([C:8]([Cl:15])=[O:9])=[C:6]([CH3:13])[CH:5]=2)[CH2:3][CH2:2]1. (10) Given the reactants [I:1][C:2]1[CH:7]=[CH:6][C:5]([NH:8][NH2:9])=[CH:4][CH:3]=1.[CH3:10][N:11]1[CH2:16][CH2:15][N:14]([C:17]2[CH:24]=[CH:23][CH:22]=[CH:21][C:18]=2[CH:19]=O)[CH2:13][CH2:12]1, predict the reaction product. The product is: [I:1][C:2]1[CH:7]=[CH:6][C:5]([NH:8][N:9]=[CH:19][C:18]2[CH:21]=[CH:22][CH:23]=[CH:24][C:17]=2[N:14]2[CH2:13][CH2:12][N:11]([CH3:10])[CH2:16][CH2:15]2)=[CH:4][CH:3]=1.